Predict the reactants needed to synthesize the given product. From a dataset of Full USPTO retrosynthesis dataset with 1.9M reactions from patents (1976-2016). (1) Given the product [N:29]([C:25]1[CH:24]=[C:23]([C:20]2[CH:19]=[CH:18][N:17]=[CH:22][CH:21]=2)[N:28]=[CH:27][N:26]=1)=[C:1]=[S:2], predict the reactants needed to synthesize it. The reactants are: [C:1](N1C=CC=CC1=O)(N1C=CC=CC1=O)=[S:2].[N:17]1[CH:22]=[CH:21][C:20]([C:23]2[N:28]=[CH:27][N:26]=[C:25]([NH2:29])[CH:24]=2)=[CH:19][CH:18]=1. (2) Given the product [C:7]([C:11]([NH:13][C:14]1[CH:23]=[CH:22][CH:21]=[C:20]([O:24][CH2:27][CH2:26][C:25]([OH:29])=[O:28])[C:15]=1[C:16]([O:18][CH3:19])=[O:17])=[O:12])([CH3:10])([CH3:8])[CH3:9], predict the reactants needed to synthesize it. The reactants are: CC(C)([O-])C.[K+].[C:7]([C:11]([NH:13][C:14]1[CH:23]=[CH:22][CH:21]=[C:20]([OH:24])[C:15]=1[C:16]([O:18][CH3:19])=[O:17])=[O:12])([CH3:10])([CH3:9])[CH3:8].[C:25]1(=[O:29])[O:28][CH2:27][CH2:26]1.C(OCC)(=O)C. (3) The reactants are: C1(C(=[N:14][C:15]2[CH:24]=[CH:23][C:22]3[C:21]([CH3:26])([OH:25])[CH2:20][CH2:19][CH2:18][C:17]=3[N:16]=2)C2C=CC=CC=2)C=CC=CC=1.Cl. Given the product [NH2:14][C:15]1[CH:24]=[CH:23][C:22]2[C:21]([CH3:26])([OH:25])[CH2:20][CH2:19][CH2:18][C:17]=2[N:16]=1, predict the reactants needed to synthesize it. (4) Given the product [OH:2][CH2:1][C:3]1[N:4]=[CH:5][C:6]([NH:9][C:10](=[O:27])[CH:11]([NH:15][C:16](=[O:26])[CH2:17][C:18]2[CH:19]=[C:20]([F:25])[CH:21]=[C:22]([F:24])[CH:23]=2)[CH2:12][CH2:13][CH3:14])=[N:7][CH:8]=1, predict the reactants needed to synthesize it. The reactants are: [CH:1]([C:3]1[N:4]=[CH:5][C:6]([NH:9][C:10](=[O:27])[CH:11]([NH:15][C:16](=[O:26])[CH2:17][C:18]2[CH:23]=[C:22]([F:24])[CH:21]=[C:20]([F:25])[CH:19]=2)[CH2:12][CH2:13][CH3:14])=[N:7][CH:8]=1)=[O:2].[BH4-].[Na+]. (5) Given the product [N+:1]([C:4]1[CH:9]=[CH:8][C:7]([N:10]2[CH2:11][CH2:12][C:13](=[O:16])[CH2:14][CH2:15]2)=[CH:6][CH:5]=1)([O-:3])=[O:2], predict the reactants needed to synthesize it. The reactants are: [N+:1]([C:4]1[CH:9]=[CH:8][C:7]([N:10]2[CH2:15][CH2:14][CH:13]([OH:16])[CH2:12][CH2:11]2)=[CH:6][CH:5]=1)([O-:3])=[O:2].CC(OI1(OC(C)=O)(OC(C)=O)OC(=O)C2C=CC=CC1=2)=O. (6) Given the product [CH3:16][S:21][C:9]1[CH:8]=[CH:5][C:11]([CH:10]2[O:14][CH2:32][CH2:26][CH2:27][O:13]2)=[CH:12][CH:2]=1, predict the reactants needed to synthesize it. The reactants are: C[C:2]1[CH:9]=[CH:8][C:5](C=S)=CC=1.[CH:10]([OH:14])([OH:13])[CH2:11][CH3:12].C1(C)[C:16]([S:21](O)(=O)=O)=CC=CC=1.[C:26]1([CH3:32])C=CC=C[CH:27]=1. (7) Given the product [F:13][C:2]([F:1])([F:12])[CH2:3][CH:4]1[CH2:5][NH:6][CH2:7][CH2:8][NH:9]1, predict the reactants needed to synthesize it. The reactants are: [F:1][C:2]([F:13])([F:12])[CH2:3][CH:4]1[NH:9][C:8](=O)[CH2:7][NH:6][C:5]1=O.[H-].[H-].[H-].[H-].[Li+].[Al+3].O.[OH-].[Na+]. (8) Given the product [C:3]([O:11][CH2:12][C@@:13]1([C:32]#[CH:33])[O:17][C@@H:16]([N:18]2[CH:26]=[C:24]([CH3:25])[C:22](=[O:23])[NH:21][C:19]2=[O:20])[CH:15]=[CH:14]1)(=[O:10])[C:4]1[CH:9]=[CH:8][CH:7]=[CH:6][CH:5]=1, predict the reactants needed to synthesize it. The reactants are: CO.[C:3]([O:11][CH2:12][C@@:13]1([C:32]#[CH:33])[O:17][C@@H:16]([N:18]2[CH:26]=[C:24]([CH3:25])[C:22](=[O:23])[NH:21][C:19]2=[O:20])[CH2:15][C@H:14]1OS(C)(=O)=O)(=[O:10])[C:4]1[CH:9]=[CH:8][CH:7]=[CH:6][CH:5]=1.CCN(C(C)C)C(C)C.CC(OC(C)=O)=O. (9) Given the product [CH3:18][C:19]([NH:26][C:15]([C:7]1[CH:6]=[CH:5][C:4]([CH:1]2[CH2:2][CH2:3]2)=[C:9]([O:10][CH2:11][CH:12]2[CH2:13][CH2:14]2)[N:8]=1)=[O:17])([C:21]1[N:25]=[CH:24][O:23][N:22]=1)[CH3:20], predict the reactants needed to synthesize it. The reactants are: [CH:1]1([C:4]2[CH:5]=[CH:6][C:7]([C:15]([OH:17])=O)=[N:8][C:9]=2[O:10][CH2:11][CH:12]2[CH2:14][CH2:13]2)[CH2:3][CH2:2]1.[CH3:18][C:19]([NH2:26])([C:21]1[N:25]=[CH:24][O:23][N:22]=1)[CH3:20].